From a dataset of Peptide-MHC class I binding affinity with 185,985 pairs from IEDB/IMGT. Regression. Given a peptide amino acid sequence and an MHC pseudo amino acid sequence, predict their binding affinity value. This is MHC class I binding data. The peptide sequence is ASKTINALVY. The MHC is HLA-A33:01 with pseudo-sequence HLA-A33:01. The binding affinity (normalized) is 0.